From a dataset of TCR-epitope binding with 47,182 pairs between 192 epitopes and 23,139 TCRs. Binary Classification. Given a T-cell receptor sequence (or CDR3 region) and an epitope sequence, predict whether binding occurs between them. (1) The epitope is AYAQKIFKI. The TCR CDR3 sequence is CASSLAGVSEQYF. Result: 0 (the TCR does not bind to the epitope). (2) The epitope is RQLLFVVEV. The TCR CDR3 sequence is CASSLGAEQYF. Result: 1 (the TCR binds to the epitope). (3) The epitope is LLWNGPMAV. The TCR CDR3 sequence is CASSPPGTGVYGYTF. Result: 1 (the TCR binds to the epitope). (4) The epitope is RAKFKQLL. The TCR CDR3 sequence is CASSIKGPFRTEAFF. Result: 1 (the TCR binds to the epitope).